Task: Predict the reaction yield, written as a fraction of the theoretical maximum amount of product (1.0 means a 100% yield; for example, 0.34 means a 34% yield).. Dataset: Reaction yield outcomes from USPTO patents with 853,638 reactions (1) The yield is 0.0400. The reactants are [NH2:1][C:2]1[CH:3]=[C:4]([CH:9]=[CH:10][C:11]=1[O:12][CH3:13])[C:5]([O:7][CH3:8])=[O:6].[OH:14][C:15]1[CH:20]=[C:19]([CH3:21])[O:18][C:17](=O)[CH:16]=1.C([O-])([O-])=O.[Na+].[Na+]. The catalyst is ClC1C=CC=CC=1Cl. The product is [OH:14][C:15]1[CH:20]=[C:19]([CH3:21])[N:1]([C:2]2[CH:3]=[C:4]([CH:9]=[CH:10][C:11]=2[O:12][CH3:13])[C:5]([O:7][CH3:8])=[O:6])[C:17](=[O:18])[CH:16]=1. (2) The yield is 0.510. The product is [CH3:11][NH:12][C:2]1[NH:6][C:5]2[CH:7]=[CH:8][CH:9]=[CH:10][C:4]=2[N:3]=1. The reactants are Cl[C:2]1[NH:6][C:5]2[CH:7]=[CH:8][CH:9]=[CH:10][C:4]=2[N:3]=1.[CH3:11][NH2:12].CCO. The catalyst is CC(C)=O. (3) The reactants are [Br:1][C:2]1[CH:3]=[C:4]2[CH2:12][CH2:11][C:10]3[CH:13]=[C:14]([Cl:17])[CH:15]=[CH:16][C:9]=3[C@H:8]([N:18]3[CH2:23][CH2:22][N:21]([C:24]([O:26][C:27]([CH3:30])([CH3:29])[CH3:28])=[O:25])[C@@H:20]([C:31](O)=[O:32])[CH2:19]3)[C:5]2=[N:6][CH:7]=1.[Na].[N:35]1([CH2:40][CH2:41][CH:42]2[CH2:47][CH2:46][CH2:45][CH2:44][NH:43]2)[CH:39]=[CH:38][N:37]=[CH:36]1.ON1C2C=CC=CC=2N=N1.CN1CCOCC1. The catalyst is CN(C=O)C. The product is [Br:1][C:2]1[CH:3]=[C:4]2[CH2:12][CH2:11][C:10]3[CH:13]=[C:14]([Cl:17])[CH:15]=[CH:16][C:9]=3[C@H:8]([N:18]3[CH2:23][CH2:22][N:21]([C:24]([O:26][C:27]([CH3:29])([CH3:30])[CH3:28])=[O:25])[C@@H:20]([C:31]([N:43]4[CH2:44][CH2:45][CH2:46][CH2:47][CH:42]4[CH2:41][CH2:40][N:35]4[CH:39]=[CH:38][N:37]=[CH:36]4)=[O:32])[CH2:19]3)[C:5]2=[N:6][CH:7]=1. The yield is 0.140.